Dataset: Forward reaction prediction with 1.9M reactions from USPTO patents (1976-2016). Task: Predict the product of the given reaction. (1) Given the reactants [F:1][C:2]1[CH:15]=[CH:14][CH:13]=[C:12]([F:16])[C:3]=1[CH:4]=[N:5][S@:6]([C:8]([CH3:11])([CH3:10])[CH3:9])=[O:7].[CH:17]([Mg]Br)=[CH2:18], predict the reaction product. The product is: [F:1][C:2]1[CH:15]=[CH:14][CH:13]=[C:12]([F:16])[C:3]=1[C@H:4]([NH:5][S@:6]([C:8]([CH3:11])([CH3:10])[CH3:9])=[O:7])[CH:17]=[CH2:18]. (2) Given the reactants Br[C:2]1[CH:7]=[CH:6][C:5]([CH:8]([C:19]2[CH:24]=[CH:23][CH:22]=[CH:21][CH:20]=2)[CH2:9]/[C:10](/[C:13]2[CH:18]=[CH:17][N:16]=[CH:15][CH:14]=2)=[N:11]\[OH:12])=[CH:4][CH:3]=1.[N:25]1[CH:30]=[C:29](B(O)O)[CH:28]=[N:27][CH:26]=1.C1(P(C2C=CC=CC=2)C2C=CC=CC=2)C=CC=CC=1.[F-].[K+].[NH4+].[Cl-], predict the reaction product. The product is: [C:19]1([CH:8]([C:5]2[CH:6]=[CH:7][C:2]([C:29]3[CH:30]=[N:25][CH:26]=[N:27][CH:28]=3)=[CH:3][CH:4]=2)[CH2:9]/[C:10](/[C:13]2[CH:18]=[CH:17][N:16]=[CH:15][CH:14]=2)=[N:11]\[OH:12])[CH:24]=[CH:23][CH:22]=[CH:21][CH:20]=1. (3) Given the reactants [Cl:1][C:2]1[CH:7]=[CH:6][C:5]([NH:8][C:9]2[N:17]=[CH:16][CH:15]=[CH:14][C:10]=2[C:11]([OH:13])=O)=[CH:4][CH:3]=1.CN(C=O)C.C(N=C=NCCCN(C)C)C.[NH2:34][C:35]1[S:36][C:37]2[CH:43]=[C:42]([F:44])[CH:41]=[CH:40][C:38]=2[N:39]=1, predict the reaction product. The product is: [F:44][C:42]1[CH:41]=[CH:40][C:38]2[N:39]=[C:35]([NH:34][C:11](=[O:13])[C:10]3[CH:14]=[CH:15][CH:16]=[N:17][C:9]=3[NH:8][C:5]3[CH:4]=[CH:3][C:2]([Cl:1])=[CH:7][CH:6]=3)[S:36][C:37]=2[CH:43]=1. (4) Given the reactants [C:1]([N:5]1[C:9]2=[N:10][C:11]([Cl:15])=[N:12][C:13](Cl)=[C:8]2[CH:7]=[N:6]1)([CH3:4])([CH3:3])[CH3:2].[CH3:16][C:17]1[NH:21][N:20]=[C:19]([NH2:22])[CH:18]=1.CCN(C(C)C)C(C)C.O, predict the reaction product. The product is: [C:1]([N:5]1[C:9]2=[N:10][C:11]([Cl:15])=[N:12][C:13]([NH:22][C:19]3[CH:18]=[C:17]([CH3:16])[NH:21][N:20]=3)=[C:8]2[CH:7]=[N:6]1)([CH3:4])([CH3:3])[CH3:2]. (5) Given the reactants [N+]([O-])(O)=O.[F:5][C:6]1[CH:7]=[C:8]([CH:12]=[CH:13][C:14]=1[OH:15])[C:9]([OH:11])=[O:10].[C:16](Cl)(=[O:18])[CH3:17], predict the reaction product. The product is: [F:5][C:6]1[CH:7]=[C:8]([CH:12]=[CH:13][C:14]=1[O:15][C:16](=[O:18])[CH3:17])[C:9]([OH:11])=[O:10]. (6) Given the reactants C(OC([N:8]1[CH2:13][CH2:12][O:11][CH:10]([CH2:14][NH:15][C:16]2[S:17][C:18](=[CH:22][C:23]3[CH:28]=[CH:27][C:26]([O:29][C:30]4[CH:35]=[CH:34][C:33]([C:36]#[N:37])=[CH:32][C:31]=4[C:38]([F:41])([F:40])[F:39])=[C:25]([O:42][CH3:43])[CH:24]=3)[C:19](=[O:21])[N:20]=2)[CH2:9]1)=O)(C)(C)C.FC(F)(F)C(O)=O, predict the reaction product. The product is: [CH3:43][O:42][C:25]1[CH:24]=[C:23]([CH:22]=[C:18]2[S:17][C:16]([NH:15][CH2:14][CH:10]3[O:11][CH2:12][CH2:13][NH:8][CH2:9]3)=[N:20][C:19]2=[O:21])[CH:28]=[CH:27][C:26]=1[O:29][C:30]1[CH:35]=[CH:34][C:33]([C:36]#[N:37])=[CH:32][C:31]=1[C:38]([F:40])([F:39])[F:41]. (7) The product is: [CH2:26]([O:25][C:23](=[O:24])[CH2:22][C@H:18]1[C:19]2[C:15](=[CH:14][C:13]([O:12][CH2:11][CH2:10][CH2:9][O:8][C:7]3[CH:28]=[CH:29][C:4]([C:2]4[S:3][CH:33]=[C:34]([O:35][CH:40]([CH3:41])[CH3:39])[N:1]=4)=[CH:5][C:6]=3[O:30][CH3:31])=[CH:21][CH:20]=2)[CH2:16][CH2:17]1)[CH3:27]. Given the reactants [NH2:1][C:2]([C:4]1[CH:29]=[CH:28][C:7]([O:8][CH2:9][CH2:10][CH2:11][O:12][C:13]2[CH:14]=[C:15]3[C:19](=[CH:20][CH:21]=2)[C@H:18]([CH2:22][C:23]([O:25][CH2:26][CH3:27])=[O:24])[CH2:17][CH2:16]3)=[C:6]([O:30][CH3:31])[CH:5]=1)=[S:3].Cl[CH2:33][C:34](N(C)C)=[O:35].[CH3:39][CH:40](O)[CH3:41], predict the reaction product. (8) Given the reactants C(O)C(N)(CO)CO.C(N(CC(O)=O)CC(O)=O)CN(CC(O)=O)CC(O)=O.[Na+].[Cl-].C=C(O[C@H:37]1[C@H:42]([OH:43])[CH:41]=[CH:40][C:39]([C:44]([O-:46])=[O:45])=[CH:38]1)C([O-])=O.[Ba+2], predict the reaction product. The product is: [CH:40]1[C:39]([C:44]([OH:46])=[O:45])=[CH:38][CH:37]=[C:42]([OH:43])[CH:41]=1. (9) Given the reactants C(Cl)(=O)C([Cl:4])=O.[CH3:7][N:8]1[C:16]2[C:11](=[CH:12][C:13]([S:17]([OH:20])(=O)=[O:18])=[CH:14][CH:15]=2)[CH2:10][CH2:9]1, predict the reaction product. The product is: [CH3:7][N:8]1[C:16]2[C:11](=[CH:12][C:13]([S:17]([Cl:4])(=[O:20])=[O:18])=[CH:14][CH:15]=2)[CH2:10][CH2:9]1.